This data is from Full USPTO retrosynthesis dataset with 1.9M reactions from patents (1976-2016). The task is: Predict the reactants needed to synthesize the given product. (1) Given the product [CH3:16][O:17][C:18]1[CH:19]=[C:20]([CH:39]=[CH:40][C:41]=1[O:42][CH3:43])[CH2:21][NH:22][C:23]1[N:28]2[N:29]=[C:30]([C:32]3[O:33][CH:34]=[CH:35][CH:36]=3)[N:31]=[C:27]2[C:26]([CH:37]=[C:3]2[S:8][CH2:7][CH2:6][CH2:5][S:4]2)=[CH:25][N:24]=1, predict the reactants needed to synthesize it. The reactants are: C[Si](C)(C)[CH:3]1[S:8][CH2:7][CH2:6][CH2:5][S:4]1.C([Li])CCC.[CH3:16][O:17][C:18]1[CH:19]=[C:20]([CH:39]=[CH:40][C:41]=1[O:42][CH3:43])[CH2:21][NH:22][C:23]1[N:28]2[N:29]=[C:30]([C:32]3[O:33][CH:34]=[CH:35][CH:36]=3)[N:31]=[C:27]2[C:26]([CH:37]=O)=[CH:25][N:24]=1.O. (2) Given the product [CH2:29]([C:28]1[O:27][C:26]([C:31]2[CH:36]=[CH:35][CH:34]=[C:33]([O:37][CH3:38])[CH:32]=2)=[N:25][C:24]=1[CH2:23][O:1][C@H:2]1[CH2:7][CH2:6][CH2:5][C@@H:4]([CH2:8][O:9][C:10]([CH3:19])([CH3:18])[C:11]([O:13][C:14]([CH3:17])([CH3:16])[CH3:15])=[O:12])[CH2:3]1)[CH3:30], predict the reactants needed to synthesize it. The reactants are: [OH:1][C@H:2]1[CH2:7][CH2:6][CH2:5][C@@H:4]([CH2:8][O:9][C:10]([CH3:19])([CH3:18])[C:11]([O:13][C:14]([CH3:17])([CH3:16])[CH3:15])=[O:12])[CH2:3]1.[H-].[Na+].I[CH2:23][C:24]1[N:25]=[C:26]([C:31]2[CH:36]=[CH:35][CH:34]=[C:33]([O:37][CH3:38])[CH:32]=2)[O:27][C:28]=1[CH2:29][CH3:30].C(OCC)(=O)C.